The task is: Predict the product of the given reaction.. This data is from Forward reaction prediction with 1.9M reactions from USPTO patents (1976-2016). (1) The product is: [F:1][C:2]1[CH:3]=[C:4]([OH:10])[CH:5]=[CH:6][C:7]=1[S:8]([CH3:9])(=[O:11])=[O:17]. Given the reactants [F:1][C:2]1[CH:3]=[C:4]([OH:10])[CH:5]=[CH:6][C:7]=1[S:8][CH3:9].[OH:11]OS([O-])=O.[K+].[OH2:17], predict the reaction product. (2) Given the reactants C[O:2][C:3]([C:5]1[S:13][C:12]2[N:7]([C:8](=[O:22])[N:9]([CH2:15][C:16]3[CH:21]=[CH:20][CH:19]=[CH:18][CH:17]=3)[C:10](=[O:14])[CH:11]=2)[CH:6]=1)=[O:4].O1CCCC1.[OH-].[Na+].Cl, predict the reaction product. The product is: [CH2:15]([N:9]1[C:10](=[O:14])[CH:11]=[C:12]2[S:13][C:5]([C:3]([OH:4])=[O:2])=[CH:6][N:7]2[C:8]1=[O:22])[C:16]1[CH:21]=[CH:20][CH:19]=[CH:18][CH:17]=1. (3) Given the reactants [H-].[Na+].[CH:3]1([CH2:9][CH2:10][CH2:11][C@@H:12]([C:21]2[O:25][N:24]=[C:23]([CH2:26][OH:27])[N:22]=2)[CH2:13][C:14]([O:16][C:17]([CH3:20])([CH3:19])[CH3:18])=[O:15])[CH2:8][CH2:7][CH2:6][CH2:5][CH2:4]1.Br[CH2:29][C:30]([O:32][CH2:33][CH3:34])=[O:31], predict the reaction product. The product is: [CH:3]1([CH2:9][CH2:10][CH2:11][C@@H:12]([C:21]2[O:25][N:24]=[C:23]([CH2:26][O:27][CH2:29][C:30]([O:32][CH2:33][CH3:34])=[O:31])[N:22]=2)[CH2:13][C:14]([O:16][C:17]([CH3:20])([CH3:19])[CH3:18])=[O:15])[CH2:4][CH2:5][CH2:6][CH2:7][CH2:8]1. (4) Given the reactants [CH3:1][C:2]1([CH3:19])[O:6][C:5](=[O:7])[N:4]([CH2:8][C:9]2[CH:14]=[CH:13][CH:12]=[CH:11][C:10]=2[N+:15]([O-:17])=[O:16])[C:3]1=[O:18].[BH4-].[Li+].O, predict the reaction product. The product is: [OH:18][CH:3]1[C:2]([CH3:1])([CH3:19])[O:6][C:5](=[O:7])[N:4]1[CH2:8][C:9]1[CH:14]=[CH:13][CH:12]=[CH:11][C:10]=1[N+:15]([O-:17])=[O:16]. (5) Given the reactants C([O:4][C@H:5]1[CH2:9][CH2:8][N:7]([C:10]2[N:15]=[CH:14][C:13]([N:16]3[CH:21]=[CH:20][C:19]([O:22][CH2:23][C:24]4[CH:29]=[CH:28][C:27]([Cl:30])=[CH:26][CH:25]=4)=[CH:18][C:17]3=[O:31])=[CH:12][CH:11]=2)[CH2:6]1)(=O)C.C([O-])([O-])=O.[K+].[K+], predict the reaction product. The product is: [Cl:30][C:27]1[CH:26]=[CH:25][C:24]([CH2:23][O:22][C:19]2[CH:20]=[CH:21][N:16]([C:13]3[CH:14]=[N:15][C:10]([N:7]4[CH2:8][CH2:9][C@H:5]([OH:4])[CH2:6]4)=[CH:11][CH:12]=3)[C:17](=[O:31])[CH:18]=2)=[CH:29][CH:28]=1. (6) Given the reactants [CH2:1]([O:8][C:9]1[CH:10]=[C:11]([CH:15]=[CH:16][C:17]=1[CH3:18])[C:12](O)=[O:13])[C:2]1[CH:7]=[CH:6][CH:5]=[CH:4][CH:3]=1.B.C1COCC1.CO.O, predict the reaction product. The product is: [CH2:1]([O:8][C:9]1[CH:10]=[C:11]([CH2:12][OH:13])[CH:15]=[CH:16][C:17]=1[CH3:18])[C:2]1[CH:7]=[CH:6][CH:5]=[CH:4][CH:3]=1.